From a dataset of Cav3 T-type calcium channel HTS with 100,875 compounds. Binary Classification. Given a drug SMILES string, predict its activity (active/inactive) in a high-throughput screening assay against a specified biological target. The molecule is S(=O)(=O)(N1CC(CCC1)C(=O)N1CCn2c1nc1c2cccc1)c1cccnc1. The result is 0 (inactive).